From a dataset of NCI-60 drug combinations with 297,098 pairs across 59 cell lines. Regression. Given two drug SMILES strings and cell line genomic features, predict the synergy score measuring deviation from expected non-interaction effect. (1) Drug 1: CCCCCOC(=O)NC1=NC(=O)N(C=C1F)C2C(C(C(O2)C)O)O. Drug 2: C1=CN(C=N1)CC(O)(P(=O)(O)O)P(=O)(O)O. Cell line: SNB-75. Synergy scores: CSS=-0.615, Synergy_ZIP=0.829, Synergy_Bliss=0.345, Synergy_Loewe=-0.920, Synergy_HSA=-1.02. (2) Drug 1: CC1CCC2CC(C(=CC=CC=CC(CC(C(=O)C(C(C(=CC(C(=O)CC(OC(=O)C3CCCCN3C(=O)C(=O)C1(O2)O)C(C)CC4CCC(C(C4)OC)O)C)C)O)OC)C)C)C)OC. Drug 2: CC12CCC3C(C1CCC2O)C(CC4=C3C=CC(=C4)O)CCCCCCCCCS(=O)CCCC(C(F)(F)F)(F)F. Cell line: HS 578T. Synergy scores: CSS=-0.0215, Synergy_ZIP=0.122, Synergy_Bliss=0.961, Synergy_Loewe=-1.23, Synergy_HSA=-1.00. (3) Drug 1: CCC1=CC2CC(C3=C(CN(C2)C1)C4=CC=CC=C4N3)(C5=C(C=C6C(=C5)C78CCN9C7C(C=CC9)(C(C(C8N6C)(C(=O)OC)O)OC(=O)C)CC)OC)C(=O)OC.C(C(C(=O)O)O)(C(=O)O)O. Drug 2: CC1=CC2C(CCC3(C2CCC3(C(=O)C)OC(=O)C)C)C4(C1=CC(=O)CC4)C. Cell line: OVCAR3. Synergy scores: CSS=60.2, Synergy_ZIP=10.7, Synergy_Bliss=6.57, Synergy_Loewe=-47.4, Synergy_HSA=4.86. (4) Drug 1: C1CCN(CC1)CCOC2=CC=C(C=C2)C(=O)C3=C(SC4=C3C=CC(=C4)O)C5=CC=C(C=C5)O. Drug 2: CC12CCC3C(C1CCC2OP(=O)(O)O)CCC4=C3C=CC(=C4)OC(=O)N(CCCl)CCCl.[Na+]. Cell line: SF-268. Synergy scores: CSS=-10.4, Synergy_ZIP=1.43, Synergy_Bliss=-5.88, Synergy_Loewe=-9.83, Synergy_HSA=-9.98. (5) Drug 1: C1=C(C(=O)NC(=O)N1)N(CCCl)CCCl. Drug 2: C(CC(=O)O)C(=O)CN.Cl. Cell line: HCT116. Synergy scores: CSS=24.4, Synergy_ZIP=2.34, Synergy_Bliss=2.95, Synergy_Loewe=-0.152, Synergy_HSA=3.89. (6) Drug 1: CC(C1=C(C=CC(=C1Cl)F)Cl)OC2=C(N=CC(=C2)C3=CN(N=C3)C4CCNCC4)N. Drug 2: C1C(C(OC1N2C=C(C(=O)NC2=O)F)CO)O. Cell line: PC-3. Synergy scores: CSS=60.0, Synergy_ZIP=16.1, Synergy_Bliss=15.7, Synergy_Loewe=0.388, Synergy_HSA=17.2. (7) Drug 1: CC(C)(C#N)C1=CC(=CC(=C1)CN2C=NC=N2)C(C)(C)C#N. Drug 2: CC12CCC3C(C1CCC2OP(=O)(O)O)CCC4=C3C=CC(=C4)OC(=O)N(CCCl)CCCl.[Na+]. Cell line: MCF7. Synergy scores: CSS=-10.9, Synergy_ZIP=6.65, Synergy_Bliss=3.59, Synergy_Loewe=-6.17, Synergy_HSA=-5.23. (8) Drug 1: C1=NC2=C(N=C(N=C2N1C3C(C(C(O3)CO)O)O)F)N. Drug 2: COC1=C2C(=CC3=C1OC=C3)C=CC(=O)O2. Cell line: MCF7. Synergy scores: CSS=0.938, Synergy_ZIP=2.68, Synergy_Bliss=4.37, Synergy_Loewe=-1.56, Synergy_HSA=-2.25.